Dataset: Forward reaction prediction with 1.9M reactions from USPTO patents (1976-2016). Task: Predict the product of the given reaction. (1) Given the reactants [CH3:1][O:2][C:3]1[CH:4]=[C:5]([NH:9][NH2:10])[CH:6]=[CH:7][CH:8]=1.[CH3:11][CH:12]([CH3:18])[C:13](=O)[CH2:14][C:15]#[N:16].Cl, predict the reaction product. The product is: [CH:12]([C:13]1[CH:14]=[C:15]([NH2:16])[N:9]([C:5]2[CH:6]=[CH:7][CH:8]=[C:3]([O:2][CH3:1])[CH:4]=2)[N:10]=1)([CH3:18])[CH3:11]. (2) Given the reactants C(OC(=O)[NH:10][C@@H:11]1[C:17](=[O:18])[NH:16][C:15]2[CH:19]=[CH:20][C:21]([N:23]3[CH2:27][CH:26]([CH2:28][NH:29][C:30](=[O:32])[CH3:31])[O:25][C:24]3=[O:33])=[CH:22][C:14]=2[CH2:13][CH2:12]1)C1C=CC=CC=1.C([O-])=O.[NH4+], predict the reaction product. The product is: [NH2:10][CH:11]1[C:17](=[O:18])[NH:16][C:15]2[CH:19]=[CH:20][C:21]([N:23]3[CH2:27][C@H:26]([CH2:28][NH:29][C:30](=[O:32])[CH3:31])[O:25][C:24]3=[O:33])=[CH:22][C:14]=2[CH2:13][CH2:12]1. (3) The product is: [CH3:1][C@:2]1([C:23]2[CH:28]=[CH:27][CH:26]=[CH:25][CH:24]=2)[C:11]2[C:6]3=[C:7]([C@:13]([CH3:22])([C:16]4[CH:21]=[CH:20][CH:19]=[CH:18][CH:17]=4)[CH2:14][CH2:15][N:5]3[CH2:4][CH2:3]1)[CH:8]=[C:9]([NH:12][C:32]([NH:31][CH2:29][CH3:30])=[O:33])[CH:10]=2. Given the reactants [CH3:1][C@:2]1([C:23]2[CH:28]=[CH:27][CH:26]=[CH:25][CH:24]=2)[C:11]2[C:6]3=[C:7]([C@:13]([CH3:22])([C:16]4[CH:21]=[CH:20][CH:19]=[CH:18][CH:17]=4)[CH2:14][CH2:15][N:5]3[CH2:4][CH2:3]1)[CH:8]=[C:9]([NH2:12])[CH:10]=2.[CH2:29]([N:31]=[C:32]=[O:33])[CH3:30], predict the reaction product. (4) Given the reactants [Br:1][C:2]1[CH:7]=[CH:6][C:5](I)=[CH:4][CH:3]=1.[Li]CCCC.[CH3:14][C:15]1([CH3:26])[CH2:20][C:19](=O)[CH2:18][CH2:17][CH:16]1[C:22]([O:24]C)=[O:23], predict the reaction product. The product is: [Br:1][C:2]1[CH:7]=[CH:6][C:5]([C:19]23[CH2:18][CH2:17][CH:16]([C:15]([CH3:14])([CH3:26])[CH2:20]2)[C:22](=[O:23])[O:24]3)=[CH:4][CH:3]=1. (5) Given the reactants CC(OI1(OC(C)=O)(OC(C)=O)OC(=O)C2C=CC=CC1=2)=O.[OH:23][C@@H:24]1[CH2:28][CH2:27][CH2:26][C@H:25]1[NH:29][C:30](=[O:36])[O:31][C:32]([CH3:35])([CH3:34])[CH3:33], predict the reaction product. The product is: [O:23]=[C:24]1[CH2:28][CH2:27][CH2:26][CH:25]1[NH:29][C:30](=[O:36])[O:31][C:32]([CH3:34])([CH3:33])[CH3:35]. (6) Given the reactants [NH2:1][C:2]1[CH:7]=[CH:6][C:5]([C:8]2[CH:13]=[CH:12][C:11]([CH:14]([N:22]([CH3:39])[C:23](=[O:38])[CH2:24][N:25]3[C:30]4[CH:31]=[C:32]([Cl:36])[C:33]([Cl:35])=[CH:34][C:29]=4[O:28][CH2:27][C:26]3=[O:37])[CH2:15][N:16]3[CH2:21][CH2:20][O:19][CH2:18][CH2:17]3)=[CH:10][CH:9]=2)=[CH:4][CH:3]=1.[C:40](Cl)(=[O:43])[CH2:41][CH3:42].C(N(CC)CC)C, predict the reaction product. The product is: [Cl:36][C:32]1[C:33]([Cl:35])=[CH:34][C:29]2[O:28][CH2:27][C:26](=[O:37])[N:25]([CH2:24][C:23]([N:22]([CH3:39])[CH:14]([C:11]3[CH:12]=[CH:13][C:8]([C:5]4[CH:4]=[CH:3][C:2]([NH:1][C:40](=[O:43])[CH2:41][CH3:42])=[CH:7][CH:6]=4)=[CH:9][CH:10]=3)[CH2:15][N:16]3[CH2:17][CH2:18][O:19][CH2:20][CH2:21]3)=[O:38])[C:30]=2[CH:31]=1. (7) Given the reactants B(Br)(Br)Br.C(Cl)Cl.[CH:8]([C:11]1[C:16]([O:17]C)=[CH:15][CH:14]=[CH:13][C:12]=1[CH2:19][CH2:20][NH2:21])([CH3:10])[CH3:9].C([O-])([O-])=O.[K+].[K+].[CH3:28][C:29]([O:32][C:33](O[C:33]([O:32][C:29]([CH3:31])([CH3:30])[CH3:28])=[O:34])=[O:34])([CH3:31])[CH3:30].[NH4+].[Cl-], predict the reaction product. The product is: [C:29]([O:32][C:33](=[O:34])[NH:21][CH2:20][CH2:19][C:12]1[CH:13]=[CH:14][CH:15]=[C:16]([OH:17])[C:11]=1[CH:8]([CH3:10])[CH3:9])([CH3:31])([CH3:30])[CH3:28].